Dataset: Full USPTO retrosynthesis dataset with 1.9M reactions from patents (1976-2016). Task: Predict the reactants needed to synthesize the given product. (1) Given the product [C:14]([C:18]1[CH:19]=[CH:20][C:21]([NH:24][C:11]([C:9]2[CH:8]=[CH:7][C:5]3[NH:6][C:2](=[O:1])[NH:3][C:4]=3[CH:10]=2)=[O:13])=[CH:22][CH:23]=1)([CH3:17])([CH3:15])[CH3:16], predict the reactants needed to synthesize it. The reactants are: [O:1]=[C:2]1[NH:6][C:5]2[CH:7]=[CH:8][C:9]([C:11]([OH:13])=O)=[CH:10][C:4]=2[NH:3]1.[C:14]([C:18]1[CH:23]=[CH:22][C:21]([NH2:24])=[CH:20][CH:19]=1)([CH3:17])([CH3:16])[CH3:15].CN(C(ON1N=NC2C=CC=NC1=2)=[N+](C)C)C.F[P-](F)(F)(F)(F)F. (2) Given the product [Si:14]([O:13][CH2:12][CH2:11][O:10][C:3]1[CH:4]=[CH:5][C:6]([CH:8]=[O:9])=[N:7][C:2]=1[C:29]1[CH:34]=[CH:33][C:32]([S:35]([CH3:38])(=[O:37])=[O:36])=[CH:31][CH:30]=1)([C:17]([CH3:20])([CH3:19])[CH3:18])([CH3:16])[CH3:15], predict the reactants needed to synthesize it. The reactants are: Br[C:2]1[N:7]=[C:6]([CH:8]=[O:9])[CH:5]=[CH:4][C:3]=1[O:10][CH2:11][CH2:12][O:13][Si:14]([C:17]([CH3:20])([CH3:19])[CH3:18])([CH3:16])[CH3:15].CC1(C)C(C)(C)OB([C:29]2[CH:34]=[CH:33][C:32]([S:35]([CH3:38])(=[O:37])=[O:36])=[CH:31][CH:30]=2)O1.C([O-])([O-])=O.[Na+].[Na+]. (3) Given the product [F:13][C:12]1[CH:11]=[CH:10][C:5]([C:6]([OH:8])=[O:7])=[CH:4][C:3]=1[CH2:1][CH3:2], predict the reactants needed to synthesize it. The reactants are: [CH2:1]([C:3]1[CH:4]=[C:5]([CH:10]=[CH:11][C:12]=1[F:13])[C:6]([O:8]C)=[O:7])[CH3:2].[OH-].[Li+]. (4) Given the product [C:1]([O:5][C:6]([NH:8][C@H:9]([CH:14]([CH3:16])[CH3:15])[CH2:10][CH2:11][C:12]([OH:19])=[O:13])=[O:7])([CH3:4])([CH3:3])[CH3:2], predict the reactants needed to synthesize it. The reactants are: [C:1]([O:5][C:6]([N:8]1[C:12](=[O:13])[CH2:11][CH2:10][C@H:9]1[CH:14]([CH3:16])[CH3:15])=[O:7])([CH3:4])([CH3:3])[CH3:2].CC(C)=[O:19].[OH-].[Na+].S(=O)(=O)(O)[O-].[Na+]. (5) Given the product [Br:1][C:2]1[CH:3]=[CH:4][CH:5]=[C:6]([CH2:8][O:9][Si:15]([C:18]([CH3:21])([CH3:20])[CH3:19])([CH3:17])[CH3:16])[N:7]=1, predict the reactants needed to synthesize it. The reactants are: [Br:1][C:2]1[N:7]=[C:6]([CH2:8][OH:9])[CH:5]=[CH:4][CH:3]=1.N1C=CN=C1.[Si:15](Cl)([C:18]([CH3:21])([CH3:20])[CH3:19])([CH3:17])[CH3:16].O. (6) Given the product [N:1]([S:2]([C:5]1[C:6]([C:11]([O:13][CH3:14])=[O:12])=[CH:7][S:8][C:9]=1[CH3:10])(=[O:4])=[O:3])=[C:20]=[O:21], predict the reactants needed to synthesize it. The reactants are: [NH2:1][S:2]([C:5]1[C:6]([C:11]([O:13][CH3:14])=[O:12])=[CH:7][S:8][C:9]=1[CH3:10])(=[O:4])=[O:3].C(N=[C:20]=[O:21])CCC.C(Cl)(Cl)=O. (7) Given the product [C:1]1([CH3:21])[CH:6]=[C:5]([CH3:7])[CH:4]=[C:3]([CH3:8])[C:2]=1[C:9]1[N:14]=[C:13]([CH2:15][C:16](=[O:20])[CH2:17][CH2:18][CH3:19])[CH:12]=[CH:11][CH:10]=1, predict the reactants needed to synthesize it. The reactants are: [C:1]1([CH3:21])[CH:6]=[C:5]([CH3:7])[CH:4]=[C:3]([CH3:8])[C:2]=1[C:9]1[N:14]=[C:13]([CH2:15][CH:16]([OH:20])[CH2:17][CH2:18][CH3:19])[CH:12]=[CH:11][CH:10]=1.C[N+]1([O-])CCOCC1.